Dataset: Full USPTO retrosynthesis dataset with 1.9M reactions from patents (1976-2016). Task: Predict the reactants needed to synthesize the given product. Given the product [F:26][C:23]1[CH:24]=[CH:25][C:20]([CH2:19][NH2:18])=[CH:21][CH:22]=1, predict the reactants needed to synthesize it. The reactants are: ClC1C=C2C(C(C3N(CC)N=C([NH:18][CH2:19][C:20]4[CH:25]=[CH:24][C:23]([F:26])=[CH:22][CH:21]=4)C=3)O)=CN([Si](C(C)C)(C(C)C)C(C)C)C2=NC=1.C([SiH](CC)CC)C.FC(F)(F)C(O)=O.